This data is from Full USPTO retrosynthesis dataset with 1.9M reactions from patents (1976-2016). The task is: Predict the reactants needed to synthesize the given product. (1) Given the product [CH3:33][N:2]([CH3:1])[C:3]([C:5]1[N:27]([CH:28]2[CH2:32][CH2:31][CH2:30][CH2:29]2)[C:8]2[N:9]=[C:10]([NH:13][C:14]3[CH:19]=[CH:18][C:17]([N:20]4[CH2:25][CH2:24][N:23]([CH2:35][CH2:36][OH:37])[C@H:22]([CH3:26])[CH2:21]4)=[CH:16][N:15]=3)[N:11]=[CH:12][C:7]=2[CH:6]=1)=[O:4], predict the reactants needed to synthesize it. The reactants are: [CH3:1][N:2]([CH3:33])[C:3]([C:5]1[N:27]([CH:28]2[CH2:32][CH2:31][CH2:30][CH2:29]2)[C:8]2[N:9]=[C:10]([NH:13][C:14]3[CH:19]=[CH:18][C:17]([N:20]4[CH2:25][CH2:24][NH:23][C@H:22]([CH3:26])[CH2:21]4)=[CH:16][N:15]=3)[N:11]=[CH:12][C:7]=2[CH:6]=1)=[O:4].Br[CH2:35][CH2:36][OH:37]. (2) Given the product [Br:23][C:12]1[O:11][C:10]([CH2:13][CH2:14][CH3:15])=[N:9][C:8]=1[C:5]1[CH:4]=[CH:3][C:2]([Cl:1])=[CH:7][CH:6]=1, predict the reactants needed to synthesize it. The reactants are: [Cl:1][C:2]1[CH:7]=[CH:6][C:5]([C:8]2[N:9]=[C:10]([CH2:13][CH2:14][CH3:15])[O:11][CH:12]=2)=[CH:4][CH:3]=1.C1C(=O)N([Br:23])C(=O)C1.